From a dataset of Reaction yield outcomes from USPTO patents with 853,638 reactions. Predict the reaction yield, written as a fraction of the theoretical maximum amount of product (1.0 means a 100% yield; for example, 0.34 means a 34% yield). (1) The catalyst is CO. The reactants are C([O-])([O-])=O.[K+].[K+].C([O:10][C@@H:11]1[CH2:15][N:14]([C:16]([O:18][C:19]([CH3:22])([CH3:21])[CH3:20])=[O:17])[C@@H:13]([C@H:23]2[O:27][C:26](=[O:28])[NH:25][C@H:24]2[CH2:29][C:30]2[CH:35]=[CH:34][CH:33]=[CH:32][CH:31]=2)[CH2:12]1)(=O)C. The yield is 0.870. The product is [CH2:29]([C@H:24]1[C@@H:23]([C@H:13]2[CH2:12][C@H:11]([OH:10])[CH2:15][N:14]2[C:16]([O:18][C:19]([CH3:21])([CH3:20])[CH3:22])=[O:17])[O:27][C:26](=[O:28])[NH:25]1)[C:30]1[CH:35]=[CH:34][CH:33]=[CH:32][CH:31]=1. (2) The reactants are [Cl-].O[NH3+:3].[C:4](=[O:7])([O-])[OH:5].[Na+].CS(C)=O.[CH3:13][O:14][CH2:15][CH:16]([CH3:50])[O:17][C:18]1[CH:23]=[CH:22][C:21]([N:24]2[C:29](=[O:30])[C:28]([CH2:31][C:32]3[CH:37]=[CH:36][C:35]([C:38]4[C:39]([C:44]#[N:45])=[CH:40][CH:41]=[CH:42][CH:43]=4)=[CH:34][CH:33]=3)=[C:27]([CH2:46][CH2:47][CH3:48])[N:26]=[C:25]2[CH3:49])=[CH:20][CH:19]=1. The catalyst is O.C(OCC)(=O)C. The product is [CH3:13][O:14][CH2:15][CH:16]([CH3:50])[O:17][C:18]1[CH:19]=[CH:20][C:21]([N:24]2[C:29](=[O:30])[C:28]([CH2:31][C:32]3[CH:37]=[CH:36][C:35]([C:38]4[CH:43]=[CH:42][CH:41]=[CH:40][C:39]=4[C:44]4[NH:3][C:4](=[O:7])[O:5][N:45]=4)=[CH:34][CH:33]=3)=[C:27]([CH2:46][CH2:47][CH3:48])[N:26]=[C:25]2[CH3:49])=[CH:22][CH:23]=1. The yield is 0.410.